This data is from Forward reaction prediction with 1.9M reactions from USPTO patents (1976-2016). The task is: Predict the product of the given reaction. (1) Given the reactants [CH3:1][S:2](Cl)(=[O:4])=[O:3].[N:6]1[N:10]2[CH:11]=[CH:12][CH:13]=[CH:14][C:9]2=[CH:8][C:7]=1[CH2:15][OH:16].C(N(CC)CC)C, predict the reaction product. The product is: [N:6]1[N:10]2[CH:11]=[CH:12][CH:13]=[CH:14][C:9]2=[CH:8][C:7]=1[CH2:15][O:16][S:2]([CH3:1])(=[O:4])=[O:3]. (2) Given the reactants C([O:3][C:4]([C:6]1[CH:7]=[C:8]2[C:13](=[CH:14][CH:15]=1)[NH:12][CH:11]([C:16]1[CH:21]=[CH:20][CH:19]=[C:18]([NH2:22])[CH:17]=1)[C:10]([CH3:24])([CH3:23])[CH2:9]2)=[O:5])C.Cl, predict the reaction product. The product is: [NH2:22][C:18]1[CH:17]=[C:16]([CH:11]2[C:10]([CH3:23])([CH3:24])[CH2:9][C:8]3[C:13](=[CH:14][CH:15]=[C:6]([C:4]([OH:5])=[O:3])[CH:7]=3)[NH:12]2)[CH:21]=[CH:20][CH:19]=1. (3) Given the reactants Cl.[CH2:2]([O:4][C:5]([C:7]1[C:11]([C:12]2[CH:17]=[CH:16][C:15]([O:18][CH2:19][C:20]([O:22]CC)=O)=[CH:14][CH:13]=2)=[CH:10][S:9][C:8]=1[NH2:25])=[O:6])[CH3:3].[CH2:26]([Mg]Cl)[CH:27]=[CH2:28].[CH2:31]1[CH2:35]OC[CH2:32]1, predict the reaction product. The product is: [CH2:2]([O:4][C:5]([C:7]1[C:11]([C:12]2[CH:13]=[CH:14][C:15]([O:18][CH2:19][C:20]([CH2:35][CH:31]=[CH2:32])([OH:22])[CH2:26][CH:27]=[CH2:28])=[CH:16][CH:17]=2)=[CH:10][S:9][C:8]=1[NH2:25])=[O:6])[CH3:3]. (4) Given the reactants ClC1[CH:7]=[CH:6][C:5]([OH:8])=C(F)C=1.[Cl:10][C:11]1[C:16]([CH:17]=O)=[C:15]([F:19])[C:14]([O:20][CH2:21][CH3:22])=[CH:13][CH:12]=1.ClC1C(C=C)=C(F)[C:27]([O:33]CC)=[CH:26]C=1.C=CC1C=CC=CC=1.N(C(OCC)=O)=NC(OCC)=O, predict the reaction product. The product is: [CH2:27]([O:33][C:5]([C@@H:6]1[CH2:7][C@@H:17]1[C:16]1[C:11]([Cl:10])=[CH:12][CH:13]=[C:14]([O:20][CH2:21][CH3:22])[C:15]=1[F:19])=[O:8])[CH3:26].